This data is from Full USPTO retrosynthesis dataset with 1.9M reactions from patents (1976-2016). The task is: Predict the reactants needed to synthesize the given product. (1) The reactants are: C(Cl)(=O)C(Cl)=O.CS(C)=O.[F:11][C:12]([F:21])([C:15]1[CH:20]=[CH:19][CH:18]=[CH:17][CH:16]=1)[CH2:13][OH:14].C(N(CC)CC)C. Given the product [F:11][C:12]([F:21])([C:15]1[CH:16]=[CH:17][CH:18]=[CH:19][CH:20]=1)[CH:13]=[O:14], predict the reactants needed to synthesize it. (2) Given the product [CH3:2][C:3]1[C:7]([CH2:8][N:9]2[CH:13]=[C:12]([NH:14][C:25]([C:23]3[CH:22]=[CH:21][C:20]4[O:16][CH2:17][O:18][C:19]=4[CH:24]=3)=[O:26])[CH:11]=[N:10]2)=[C:6]([CH3:15])[O:5][N:4]=1, predict the reactants needed to synthesize it. The reactants are: Cl.[CH3:2][C:3]1[C:7]([CH2:8][N:9]2[CH:13]=[C:12]([NH2:14])[CH:11]=[N:10]2)=[C:6]([CH3:15])[O:5][N:4]=1.[O:16]1[C:20]2[CH:21]=[CH:22][C:23]([C:25](O)=[O:26])=[CH:24][C:19]=2[O:18][CH2:17]1.OC1C2N=NNC=2C=CC=1.C(O)C(N)(CO)CO. (3) Given the product [CH2:2]([O:22][C:19]1[CH:20]=[CH:21][C:16]([Br:15])=[CH:17][C:18]=1[F:23])[C:3]1[CH:8]=[CH:7][CH:6]=[CH:5][CH:4]=1, predict the reactants needed to synthesize it. The reactants are: Br[CH2:2][C:3]1[CH:8]=[CH:7][CH:6]=[CH:5][CH:4]=1.C([O-])([O-])=O.[K+].[K+].[Br:15][C:16]1[CH:21]=[CH:20][C:19]([OH:22])=[C:18]([F:23])[CH:17]=1.O. (4) Given the product [Cl:1][CH2:2][CH2:3][CH2:4][O:5][C:6]1[CH:7]=[CH:8][C:9]([C:12]2[S:13][C:14]3[CH2:20][CH2:19][CH2:18][CH:17]([NH:26][C:29](=[O:38])[O:55][CH2:48][C:49]4[CH:54]=[CH:53][CH:52]=[CH:51][CH:50]=4)[C:15]=3[N:16]=2)=[CH:10][CH:11]=1, predict the reactants needed to synthesize it. The reactants are: [Cl:1][CH2:2][CH2:3][CH2:4][O:5][C:6]1[CH:11]=[CH:10][C:9]([C:12]2[S:13][C:14]3[CH2:20][CH2:19][CH2:18][CH:17](C(O)=O)[C:15]=3[N:16]=2)=[CH:8][CH:7]=1.C([N:26]([CH2:29]C)CC)C.C1(P(N=[N+]=[N-])(C2C=CC=CC=2)=[O:38])C=CC=CC=1.[CH2:48]([OH:55])[C:49]1[CH:54]=[CH:53][CH:52]=[CH:51][CH:50]=1. (5) The reactants are: Br[C:2]12[CH2:11][C:6]3([CH3:12])[CH2:7][CH:8]([CH2:10][C:4]([CH3:13])([CH2:5]3)[CH2:3]1)[CH2:9]2.[C:14](#[N:17])[CH:15]=[CH2:16].C([SnH](CCCC)CCCC)CCC. Given the product [CH3:12][C:6]12[CH2:7][CH:8]3[CH2:10][C:4]([CH3:13])([CH2:3][C:2]([CH2:16][CH2:15][C:14]#[N:17])([CH2:9]3)[CH2:11]1)[CH2:5]2, predict the reactants needed to synthesize it. (6) Given the product [Br:15][C:10]1[CH:11]=[CH:12][CH:13]=[C:14]2[C:9]=1[CH:8]=[CH:7][N:6]=[CH:5]2, predict the reactants needed to synthesize it. The reactants are: [Al+3].[Cl-].[Cl-].[Cl-].[CH:5]1[C:14]2[C:9](=[CH:10][CH:11]=[CH:12][CH:13]=2)[CH:8]=[CH:7][N:6]=1.[Br:15]Br. (7) Given the product [CH3:11][O:12][C:13]1[CH:14]=[C:15]([C:2]2[S:6][C:5]3=[N:7][CH:8]=[C:9]([C:39]4[CH:38]=[N:37][CH:36]=[C:35]([O:34][CH3:33])[CH:40]=4)[N:4]3[N:3]=2)[CH:16]=[CH:17][C:18]=1[O:19][CH3:20], predict the reactants needed to synthesize it. The reactants are: Br[C:2]1[S:6][C:5]2=[N:7][CH:8]=[C:9](I)[N:4]2[N:3]=1.[CH3:11][O:12][C:13]1[CH:14]=[C:15](B(O)O)[CH:16]=[CH:17][C:18]=1[O:19][CH3:20].C([O-])([O-])=O.[K+].[K+].C(Cl)Cl.[CH3:33][O:34][C:35]1[CH:36]=[N:37][CH:38]=[C:39](B2OC(C)(C)C(C)(C)O2)[CH:40]=1.